Task: Predict the reactants needed to synthesize the given product.. Dataset: Full USPTO retrosynthesis dataset with 1.9M reactions from patents (1976-2016) Given the product [C:15]([O:19][C:20]([N:22]1[CH2:27][CH2:26][CH:25]([NH:28][C:3]2[O:4][C:5]3[CH:11]=[CH:10][CH:9]=[C:8]([N+:12]([O-:14])=[O:13])[C:6]=3[N:7]=2)[CH2:24][CH2:23]1)=[O:21])([CH3:18])([CH3:16])[CH3:17], predict the reactants needed to synthesize it. The reactants are: CS[C:3]1[O:4][C:5]2[CH:11]=[CH:10][CH:9]=[C:8]([N+:12]([O-:14])=[O:13])[C:6]=2[N:7]=1.[C:15]([O:19][C:20]([N:22]1[CH2:27][CH2:26][CH:25]([NH2:28])[CH2:24][CH2:23]1)=[O:21])([CH3:18])([CH3:17])[CH3:16].C(N(C(C)C)C(C)C)C.